From a dataset of Forward reaction prediction with 1.9M reactions from USPTO patents (1976-2016). Predict the product of the given reaction. (1) Given the reactants CC1(C)C(C)(C)OB([C:9]2[CH:10]=[N:11][C:12]([N:15]3[CH2:19][CH2:18][CH2:17][C@H:16]3[C:20]([F:23])([F:22])[F:21])=[N:13][CH:14]=2)O1.Br[C:26]1[N:31]=[C:30]([NH2:32])[CH:29]=[CH:28][CH:27]=1.C(=O)([O-])[O-].[Na+].[Na+], predict the reaction product. The product is: [F:23][C:20]([F:21])([F:22])[C@@H:16]1[CH2:17][CH2:18][CH2:19][N:15]1[C:12]1[N:13]=[CH:14][C:9]([C:26]2[N:31]=[C:30]([NH2:32])[CH:29]=[CH:28][CH:27]=2)=[CH:10][N:11]=1. (2) Given the reactants F[C:2]1[CH:3]=[N:4][CH:5]=[C:6]([F:8])[CH:7]=1.[NH2:9][C:10]1[CH:14]=[CH:13][N:12]([CH3:15])[N:11]=1.Cl[C:17]1[C:26]2[C:21](=[CH:22][CH:23]=[C:24]([OH:27])[CH:25]=2)[N:20]=[CH:19][N:18]=1, predict the reaction product. The product is: [F:8][C:6]1[CH:7]=[C:2]([O:27][C:24]2[CH:25]=[C:26]3[C:21](=[CH:22][CH:23]=2)[N:20]=[CH:19][N:18]=[C:17]3[NH:9][C:10]2[CH:14]=[CH:13][N:12]([CH3:15])[N:11]=2)[CH:3]=[N:4][CH:5]=1. (3) The product is: [Br:11][C:12]1[CH:13]=[C:14]([CH:17]=[C:18]([CH3:20])[CH:19]=1)[CH:15]=[N:2][OH:3]. Given the reactants Cl.[NH2:2][OH:3].C(N(CC)CC)C.[Br:11][C:12]1[CH:13]=[C:14]([CH:17]=[C:18]([CH3:20])[CH:19]=1)[CH:15]=O, predict the reaction product. (4) The product is: [C:27]([O:26][C:25]([NH:24][C@H:22]([CH3:23])[CH2:21][NH:20][C:7]1[C:8]2=[C:9]3[C:14](=[CH:15][CH:16]=[C:17]2[S:18][C:6]=1[C:4]([O:3][CH2:1][CH3:2])=[O:5])[N:13]=[CH:12][CH:11]=[CH:10]3)=[O:31])([CH3:30])([CH3:29])[CH3:28]. Given the reactants [CH2:1]([O:3][C:4]([C:6]1[S:18][C:17]2[C:8](=[C:9]3[C:14](=[CH:15][CH:16]=2)[N:13]=[CH:12][CH:11]=[CH:10]3)[C:7]=1Br)=[O:5])[CH3:2].[NH2:20][CH2:21][C@H:22]([NH:24][C:25](=[O:31])[O:26][C:27]([CH3:30])([CH3:29])[CH3:28])[CH3:23].C(=O)([O-])[O-].[Cs+].[Cs+].C1C=CC(P(C2C(C3C(P(C4C=CC=CC=4)C4C=CC=CC=4)=CC=C4C=3C=CC=C4)=C3C(C=CC=C3)=CC=2)C2C=CC=CC=2)=CC=1, predict the reaction product. (5) The product is: [C:1]([C:5]1[CH:30]=[CH:29][C:8]([C:9]([N:11]2[CH2:16][CH2:15][C:14]3([C:25]4[C:24](=[N:35][N:34]([CH3:33])[CH:26]=4)[C:23]4[CH:22]=[CH:21][CH:20]=[CH:19][C:18]=4[O:17]3)[CH2:13][CH2:12]2)=[O:10])=[CH:7][C:6]=1[O:31][CH3:32])([CH3:4])([CH3:3])[CH3:2]. Given the reactants [C:1]([C:5]1[CH:30]=[CH:29][C:8]([C:9]([N:11]2[CH2:16][CH2:15][C:14]3([C:25](=[CH:26]O)[C:24](=O)[C:23]4[C:18](=[CH:19][CH:20]=[CH:21][CH:22]=4)[O:17]3)[CH2:13][CH2:12]2)=[O:10])=[CH:7][C:6]=1[O:31][CH3:32])([CH3:4])([CH3:3])[CH3:2].[CH3:33][NH:34][NH2:35], predict the reaction product.